This data is from Catalyst prediction with 721,799 reactions and 888 catalyst types from USPTO. The task is: Predict which catalyst facilitates the given reaction. (1) Reactant: [OH:1][C:2]1[CH:7]=[CH:6][CH:5]=[C:4]([O:8][CH3:9])[C:3]=1[NH:10][C:11](=[O:13])[CH3:12].C(=O)([O-])[O-].[K+].[K+].[CH2:20]([CH:22]1[O:24][CH2:23]1)Br. Product: [CH3:9][O:8][C:4]1[CH:5]=[CH:6][CH:7]=[C:2]([O:1][CH2:20][CH:22]2[CH2:23][O:24]2)[C:3]=1[NH:10][C:11](=[O:13])[CH3:12]. The catalyst class is: 9. (2) Reactant: [NH2:1][C:2]1[CH:16]=[CH:15][CH:14]=[CH:13][C:3]=1[C:4]([NH:6][CH2:7][CH2:8][CH2:9][C:10]([OH:12])=[O:11])=[O:5].C[Si](Cl)(C)C.C(N(CC)CC)C.[N+:29]([C:32]1[CH:40]=[CH:39][C:35]([C:36](Cl)=[O:37])=[CH:34][CH:33]=1)([O-:31])=[O:30].[OH-].[Na+].Cl. Product: [N+:29]([C:32]1[CH:33]=[CH:34][C:35]([C:36]([NH:1][C:2]2[CH:16]=[CH:15][CH:14]=[CH:13][C:3]=2[C:4]([NH:6][CH2:7][CH2:8][CH2:9][C:10]([OH:12])=[O:11])=[O:5])=[O:37])=[CH:39][CH:40]=1)([O-:31])=[O:30]. The catalyst class is: 124.